Predict the reactants needed to synthesize the given product. From a dataset of Full USPTO retrosynthesis dataset with 1.9M reactions from patents (1976-2016). (1) Given the product [F:17][C:18]1[C:26]([F:27])=[CH:25][C:21]([C:22]2[O:14][C:13]([C:3]3[C:4]([C:7]4[CH:12]=[CH:11][CH:10]=[CH:9][CH:8]=4)=[N:5][O:6][C:2]=3[CH3:1])=[N:15][N:16]=2)=[C:20]([O:28][CH3:29])[CH:19]=1, predict the reactants needed to synthesize it. The reactants are: [CH3:1][C:2]1[O:6][N:5]=[C:4]([C:7]2[CH:12]=[CH:11][CH:10]=[CH:9][CH:8]=2)[C:3]=1[C:13]([NH:15][NH2:16])=[O:14].[F:17][C:18]1[C:26]([F:27])=[CH:25][C:21]([C:22](O)=O)=[C:20]([O:28][CH3:29])[CH:19]=1. (2) Given the product [CH:24]1([NH:32][C:2]2[CH:14]=[CH:13][C:5]([C:6]([O:8][C:9]([CH3:12])([CH3:11])[CH3:10])=[O:7])=[CH:4][C:3]=2[N+:15]([O-:17])=[O:16])[CH2:31][CH2:30][CH2:29][CH2:28][CH2:27][CH2:26][CH2:25]1, predict the reactants needed to synthesize it. The reactants are: Cl[C:2]1[CH:14]=[CH:13][C:5]([C:6]([O:8][C:9]([CH3:12])([CH3:11])[CH3:10])=[O:7])=[CH:4][C:3]=1[N+:15]([O-:17])=[O:16].C([O-])([O-])=O.[K+].[K+].[CH:24]1([NH2:32])[CH2:31][CH2:30][CH2:29][CH2:28][CH2:27][CH2:26][CH2:25]1.